Dataset: Catalyst prediction with 721,799 reactions and 888 catalyst types from USPTO. Task: Predict which catalyst facilitates the given reaction. (1) Reactant: C([O:4][P:5]([CH2:11][O:12][CH2:13][C:14]([CH3:31])=[CH:15][CH2:16][C:17]1[C:18]([OH:30])=[C:19]2[C:23](=[C:24]([CH3:28])[C:25]=1[O:26][CH3:27])[CH2:22][O:21][C:20]2=[O:29])(=[O:10])[O:6]C(C)C)(C)C.N1C(C)=CC=CC=1C.C[Si](Br)(C)C. The catalyst class is: 10. Product: [OH:30][C:18]1[C:17]([CH2:16][CH:15]=[C:14]([CH3:31])[CH2:13][O:12][CH2:11][P:5](=[O:4])([OH:10])[OH:6])=[C:25]([O:26][CH3:27])[C:24]([CH3:28])=[C:23]2[C:19]=1[C:20](=[O:29])[O:21][CH2:22]2. (2) Reactant: [CH3:1][O:2][C:3]([C:5]1[C:6]([OH:30])=[C:7]2[C:12](=[C:13](Br)[N:14]=1)[N:11]([CH2:16][C:17]1[CH:22]=[CH:21][CH:20]=[CH:19][CH:18]=1)[C:10](=[O:23])[C:9]([C:24]1[CH:29]=[CH:28][CH:27]=[CH:26][CH:25]=1)=[CH:8]2)=[O:4].[CH3:31][C:32]1[C:37]([Sn](CCCC)(CCCC)CCCC)=[CH:36][CH:35]=[CH:34][N:33]=1.CCOC(C)=O.Cl. Product: [CH3:1][O:2][C:3]([C:5]1[C:6]([OH:30])=[C:7]2[C:12](=[C:13]([C:37]3[C:32]([CH3:31])=[N:33][CH:34]=[CH:35][CH:36]=3)[N:14]=1)[N:11]([CH2:16][C:17]1[CH:22]=[CH:21][CH:20]=[CH:19][CH:18]=1)[C:10](=[O:23])[C:9]([C:24]1[CH:29]=[CH:28][CH:27]=[CH:26][CH:25]=1)=[CH:8]2)=[O:4]. The catalyst class is: 510. (3) Reactant: [C:1](Cl)(=[O:4])[CH2:2][CH3:3].[F:6][C:7]1[CH:12]=[CH:11][CH:10]=[CH:9][C:8]=1[OH:13].Cl. Product: [F:6][C:7]1[CH:12]=[CH:11][CH:10]=[CH:9][C:8]=1[O:13][C:1](=[O:4])[CH2:2][CH3:3]. The catalyst class is: 272. (4) Reactant: [F:1][C:2]1[CH:37]=[C:36]([F:38])[CH:35]=[CH:34][C:3]=1[CH2:4][N:5]([CH2:27][CH2:28][CH2:29][CH2:30][CH2:31][CH2:32][CH3:33])[C:6](=[O:26])[CH2:7][C:8]1[CH:13]=[CH:12][C:11]([S:14][CH2:15][C:16]2[CH:25]=[CH:24][CH:23]=[CH:22][C:17]=2[C:18]([O:20]C)=[O:19])=[CH:10][CH:9]=1.[OH-].[Li+]. Product: [F:1][C:2]1[CH:37]=[C:36]([F:38])[CH:35]=[CH:34][C:3]=1[CH2:4][N:5]([CH2:27][CH2:28][CH2:29][CH2:30][CH2:31][CH2:32][CH3:33])[C:6](=[O:26])[CH2:7][C:8]1[CH:9]=[CH:10][C:11]([S:14][CH2:15][C:16]2[CH:25]=[CH:24][CH:23]=[CH:22][C:17]=2[C:18]([OH:20])=[O:19])=[CH:12][CH:13]=1. The catalyst class is: 20. (5) Reactant: [CH:1]1([CH:4]([C:10]2[CH:15]=[CH:14][CH:13]=[C:12]([O:16][CH2:17][C:18]3[CH:19]=[N:20][C:21]([C:29]4[CH:34]=[C:33]([O:35][CH3:36])[CH:32]=[CH:31][C:30]=4[F:37])=[C:22]([O:24][CH2:25][CH:26]([CH3:28])[CH3:27])[CH:23]=3)[CH:11]=2)[CH2:5][C:6]([O:8]C)=[O:7])[CH2:3][CH2:2]1.[OH-].[Na+].Cl. The catalyst class is: 36. Product: [CH:1]1([CH:4]([C:10]2[CH:15]=[CH:14][CH:13]=[C:12]([O:16][CH2:17][C:18]3[CH:19]=[N:20][C:21]([C:29]4[CH:34]=[C:33]([O:35][CH3:36])[CH:32]=[CH:31][C:30]=4[F:37])=[C:22]([O:24][CH2:25][CH:26]([CH3:28])[CH3:27])[CH:23]=3)[CH:11]=2)[CH2:5][C:6]([OH:8])=[O:7])[CH2:2][CH2:3]1. (6) Reactant: [OH:1][C@@H:2]1[CH2:9][N:8]([CH2:10][CH2:11][CH:12]([N:16]2[CH2:21][CH2:20][N:19]([C:22]3[CH:27]=[CH:26][CH:25]=[C:24]([O:28][C:29]([F:32])([F:31])[F:30])[CH:23]=3)[CH:18]([CH3:33])[C:17]2=[O:34])[C:13]([OH:15])=O)[CH2:7][CH2:6][C:3]21[CH2:5][CH2:4]2.Cl.[CH3:36][NH:37][CH3:38].C(N(CC)CC)C.F[P-](F)(F)(F)(F)F.N1(OC(N(C)C)=[N+](C)C)C2N=CC=CC=2N=N1. Product: [OH:1][C@@H:2]1[CH2:9][N:8]([CH2:10][CH2:11][CH:12]([N:16]2[CH2:21][CH2:20][N:19]([C:22]3[CH:27]=[CH:26][CH:25]=[C:24]([O:28][C:29]([F:32])([F:31])[F:30])[CH:23]=3)[CH:18]([CH3:33])[C:17]2=[O:34])[C:13]([N:37]([CH3:38])[CH3:36])=[O:15])[CH2:7][CH2:6][C:3]21[CH2:5][CH2:4]2. The catalyst class is: 9.